From a dataset of HIV replication inhibition screening data with 41,000+ compounds from the AIDS Antiviral Screen. Binary Classification. Given a drug SMILES string, predict its activity (active/inactive) in a high-throughput screening assay against a specified biological target. (1) The drug is COc1cc(O)c2c(c1)C(=O)C=C(Cl)C2=O. The result is 0 (inactive). (2) The drug is O=C1C=CC23C=Cc4ccccc4C2CC(O)C1C3. The result is 0 (inactive). (3) The result is 0 (inactive). The drug is NNC(=O)C1C(C(=O)NN)C2C3C=CC(C4C(=O)NC(=O)C34)C12. (4) The compound is N#Cc1c(S)nc2c(c1C=Cc1ccccc1)CCCCC2. The result is 1 (active). (5) The compound is c1ccc2c(c1)Sc1ccccc1C2=C1c2ccccc2Sc2ccccc21. The result is 0 (inactive). (6) The compound is CN(C)CC1CN(C(=O)Nc2ccccc2)C(=N)O1. The result is 0 (inactive). (7) The compound is COc1ccc2c(c1)N(C(C)=O)CN1C(=O)CCC21. The result is 0 (inactive). (8) The compound is COC(OC)C(C)=NNC1=Nc2ccc(Cl)cc2C(c2ccccc2Cl)=NC1. The result is 0 (inactive). (9) The drug is CCOC(=O)C1=NN(c2ccccc2)C(=O)C1=CNC(N)=S. The result is 0 (inactive).